Dataset: Catalyst prediction with 721,799 reactions and 888 catalyst types from USPTO. Task: Predict which catalyst facilitates the given reaction. (1) Reactant: [CH3:1][P:2](=[O:14])([CH3:13])[CH2:3][C:4]1[CH:9]=[CH:8][CH:7]=[C:6]([N+:10]([O-])=O)[CH:5]=1. Product: [CH3:13][P:2]([CH2:3][C:4]1[CH:5]=[C:6]([CH:7]=[CH:8][CH:9]=1)[NH2:10])([CH3:1])=[O:14]. The catalyst class is: 19. (2) Reactant: [O-:1][C:2]#[N:3].[Na+].[NH2:5][CH2:6][CH2:7][N:8]1[C:25](=[N:26][C:27]2[C:32]([CH:33]([CH3:35])[CH3:34])=[CH:31][CH:30]=[CH:29][C:28]=2[CH:36]([CH3:38])[CH3:37])[CH:24]=[C:11]2[C:12]3[C:17]([CH2:18][CH2:19][N:10]2[C:9]1=[O:39])=[CH:16][C:15]([O:20][CH3:21])=[C:14]([O:22][CH3:23])[CH:13]=3.[OH-].[Na+]. Product: [C:2]([NH:5][CH2:6][CH2:7][N:8]1[C:25](=[N:26][C:27]2[C:28]([CH:36]([CH3:37])[CH3:38])=[CH:29][CH:30]=[CH:31][C:32]=2[CH:33]([CH3:35])[CH3:34])[CH:24]=[C:11]2[C:12]3[C:17]([CH2:18][CH2:19][N:10]2[C:9]1=[O:39])=[CH:16][C:15]([O:20][CH3:21])=[C:14]([O:22][CH3:23])[CH:13]=3)(=[O:1])[NH2:3]. The catalyst class is: 223.